Dataset: Full USPTO retrosynthesis dataset with 1.9M reactions from patents (1976-2016). Task: Predict the reactants needed to synthesize the given product. (1) Given the product [F:1][CH:2]([F:11])[C@@H:3]1[CH2:6][CH2:5][C@H:4]1[C:7]([OH:9])=[O:8], predict the reactants needed to synthesize it. The reactants are: [F:1][CH:2]([F:11])[C@@H:3]1[CH2:6][CH2:5][C@H:4]1[C:7]([O:9]C)=[O:8].[OH-].[Na+]. (2) The reactants are: N1([CH2:6][CH2:7][NH:8][C:9]2[N:14]=[C:13]([C@@H:15]([NH:25][C:26](=[O:44])[CH2:27][N:28]3[C:36]4[C:35]([F:38])([F:37])[CH2:34][CH2:33][C:32]([F:40])([F:39])[C:31]=4[C:30]([CH:41]([F:43])[F:42])=[N:29]3)[CH2:16][C:17]3[CH:22]=[C:21]([F:23])[CH:20]=[C:19]([F:24])[CH:18]=3)[C:12]([C:45]3[CH:46]=[CH:47][C:48]([F:54])=[C:49]([CH:53]=3)[C:50]([NH2:52])=[O:51])=[CH:11][N:10]=2)C=CN=N1.[O:55]1CC[CH:57](N)[CH2:56]1.BrC1C([C@@H](NC(=O)OC(C)(C)C)CC2C=C(F)C=C(F)C=2)=NC(S(C)(=O)=O)=NC=1. Given the product [F:43][CH:41]([F:42])[C:30]1[C:31]2[C:32]([F:40])([F:39])[CH2:33][CH2:34][C:35]([F:37])([F:38])[C:36]=2[N:28]([CH2:27][C:26]([NH:25][C@H:15]([C:13]2[C:12]([C:45]3[CH:46]=[CH:47][C:48]([F:54])=[C:49]([CH:53]=3)[C:50]([NH2:52])=[O:51])=[CH:11][N:10]=[C:9]([NH:8][CH:7]3[CH2:57][CH2:56][O:55][CH2:6]3)[N:14]=2)[CH2:16][C:17]2[CH:22]=[C:21]([F:23])[CH:20]=[C:19]([F:24])[CH:18]=2)=[O:44])[N:29]=1, predict the reactants needed to synthesize it.